This data is from Full USPTO retrosynthesis dataset with 1.9M reactions from patents (1976-2016). The task is: Predict the reactants needed to synthesize the given product. (1) Given the product [CH3:21][O:20][C:13]1[C:14]2[O:15][CH2:16][CH2:17][O:18][C:19]=2[C:10]([C:7]2[CH2:8][CH2:9][C:4](=[O:3])[CH2:5][CH:6]=2)=[CH:11][CH:12]=1, predict the reactants needed to synthesize it. The reactants are: C1O[C:4]2([CH2:9][CH2:8][C:7](O)([C:10]3[C:19]4[O:18][CH2:17][CH2:16][O:15][C:14]=4[C:13]([O:20][CH3:21])=[CH:12][CH:11]=3)[CH2:6][CH2:5]2)[O:3]C1.O.C1(C)C=CC(S(O)(=O)=O)=CC=1.O. (2) Given the product [CH:1]1([C:4]2[C:5]([N:24]([C:29]3[CH:30]=[C:31]([B:35]([OH:36])[OH:39])[CH:32]=[CH:33][CH:34]=3)[S:25]([CH3:28])(=[O:27])=[O:26])=[CH:6][C:7]3[O:11][C:10]([C:12]4[CH:17]=[CH:16][C:15]([F:18])=[CH:14][CH:13]=4)=[C:9]([C:19](=[O:20])[NH:21][CH3:22])[C:8]=3[CH:23]=2)[CH2:3][CH2:2]1, predict the reactants needed to synthesize it. The reactants are: [CH:1]1([C:4]2[C:5]([N:24]([C:29]3[CH:34]=[CH:33][CH:32]=[C:31]([B:35]4[O:39]C(C)(C)C(C)(C)[O:36]4)[CH:30]=3)[S:25]([CH3:28])(=[O:27])=[O:26])=[CH:6][C:7]3[O:11][C:10]([C:12]4[CH:17]=[CH:16][C:15]([F:18])=[CH:14][CH:13]=4)=[C:9]([C:19]([NH:21][CH3:22])=[O:20])[C:8]=3[CH:23]=2)[CH2:3][CH2:2]1.C1(B(O)O)C=CC=CC=1.Cl.